From a dataset of Full USPTO retrosynthesis dataset with 1.9M reactions from patents (1976-2016). Predict the reactants needed to synthesize the given product. (1) Given the product [O:20]1[CH2:19][CH2:18][N:17]([C:14]2[CH:15]=[CH:16][C:11]([C:9]3[N:8]([S:23]([C:26]4[CH:27]=[CH:28][C:29]([CH3:30])=[CH:31][CH:32]=4)(=[O:25])=[O:24])[C:4]4=[N:5][CH:6]=[CH:7][C:2]([C:45]5[CH:46]=[CH:47][C:40]([O:39][CH:36]6[CH2:37][CH2:38][O:33][CH2:34][CH2:35]6)=[C:41]([CH:44]=5)[C:42]#[N:43])=[C:3]4[CH:10]=3)=[CH:12][CH:13]=2)[CH2:22][CH2:21]1, predict the reactants needed to synthesize it. The reactants are: Br[C:2]1[CH:7]=[CH:6][N:5]=[C:4]2[N:8]([S:23]([C:26]3[CH:32]=[CH:31][C:29]([CH3:30])=[CH:28][CH:27]=3)(=[O:25])=[O:24])[C:9]([C:11]3[CH:16]=[CH:15][C:14]([N:17]4[CH2:22][CH2:21][O:20][CH2:19][CH2:18]4)=[CH:13][CH:12]=3)=[CH:10][C:3]=12.[O:33]1[CH2:38][CH2:37][CH:36]([O:39][C:40]2[CH:47]=[CH:46][C:45](B3OC(C)(C)C(C)(C)O3)=[CH:44][C:41]=2[C:42]#[N:43])[CH2:35][CH2:34]1.C([O-])([O-])=O.[Cs+].[Cs+]. (2) Given the product [CH2:19]([O:18][C:16](=[O:17])[CH:15]([O:1][C:2]1[CH:11]=[CH:10][C:5]2[CH2:6][O:7][B:8]([OH:9])[C:4]=2[CH:3]=1)[CH3:21])[CH3:20], predict the reactants needed to synthesize it. The reactants are: [OH:1][C:2]1[CH:11]=[CH:10][C:5]2[CH2:6][O:7][B:8]([OH:9])[C:4]=2[CH:3]=1.[H-].[Na+].Br[CH:15]([CH3:21])[C:16]([O:18][CH2:19][CH3:20])=[O:17].Cl. (3) The reactants are: Cl[C:2]1[C:11]2[C:6](=[CH:7][C:8]([O:12][CH3:13])=[CH:9][CH:10]=2)[CH:5]=[C:4]([NH:14][C:15]2[CH:19]=[C:18]([CH3:20])[NH:17][N:16]=2)[N:3]=1.[CH2:21]([O:23][C:24]1[CH:29]=[CH:28][C:27](B(O)O)=[CH:26][CH:25]=1)[CH3:22]. Given the product [CH2:21]([O:23][C:24]1[CH:29]=[CH:28][C:27]([C:2]2[C:11]3[C:6](=[CH:7][C:8]([O:12][CH3:13])=[CH:9][CH:10]=3)[CH:5]=[C:4]([NH:14][C:15]3[CH:19]=[C:18]([CH3:20])[NH:17][N:16]=3)[N:3]=2)=[CH:26][CH:25]=1)[CH3:22], predict the reactants needed to synthesize it. (4) The reactants are: [O:1]([C:8]1[CH:23]=[C:22]([C:24]([F:27])([F:26])[F:25])[CH:21]=[CH:20][C:9]=1[O:10][C@@H:11]([CH3:19])[CH2:12][CH2:13]OS(C)(=O)=O)[C:2]1[CH:7]=[CH:6][CH:5]=[CH:4][CH:3]=1.[CH2:28]([O:30][C:31](=[O:43])[CH2:32][O:33][C:34]1[CH:39]=[CH:38][C:37]([SH:40])=[CH:36][C:35]=1[CH2:41][CH3:42])[CH3:29]. Given the product [CH2:28]([O:30][C:31](=[O:43])[CH2:32][O:33][C:34]1[CH:39]=[CH:38][C:37]([S:40][CH2:13][CH2:12][C@@H:11]([O:10][C:9]2[CH:20]=[CH:21][C:22]([C:24]([F:27])([F:26])[F:25])=[CH:23][C:8]=2[O:1][C:2]2[CH:3]=[CH:4][CH:5]=[CH:6][CH:7]=2)[CH3:19])=[CH:36][C:35]=1[CH2:41][CH3:42])[CH3:29], predict the reactants needed to synthesize it. (5) Given the product [N+:11]([C:5]1[C:6]2=[N:7][O:8][N:9]=[C:10]2[C:2]([S:14][C:15]2[CH:20]=[CH:19][C:18]([OH:21])=[CH:17][CH:16]=2)=[CH:3][CH:4]=1)([O-:13])=[O:12], predict the reactants needed to synthesize it. The reactants are: Cl[C:2]1[C:10]2[C:6](=[N:7][O:8][N:9]=2)[C:5]([N+:11]([O-:13])=[O:12])=[CH:4][CH:3]=1.[SH:14][C:15]1[CH:20]=[CH:19][C:18]([OH:21])=[CH:17][CH:16]=1.P([O-])([O-])([O-])=O.[K+].[K+].[K+].[OH-].[K+].BrCC(=O)C([O-])=O. (6) Given the product [Cl:22][C:23]1[S:27][C:26]([CH2:28][NH:29][C:2]2[CH:7]=[CH:6][N:5]([C:8]3[CH:9]=[CH:10][C:11]4[N:12]([C:14]([CH3:20])=[C:15]([CH:17]5[CH2:19][CH2:18]5)[N:16]=4)[CH:13]=3)[C:4](=[O:21])[CH:3]=2)=[CH:25][CH:24]=1, predict the reactants needed to synthesize it. The reactants are: Br[C:2]1[CH:7]=[CH:6][N:5]([C:8]2[CH:9]=[CH:10][C:11]3[N:12]([C:14]([CH3:20])=[C:15]([CH:17]4[CH2:19][CH2:18]4)[N:16]=3)[CH:13]=2)[C:4](=[O:21])[CH:3]=1.[Cl:22][C:23]1[S:27][C:26]([CH2:28][NH2:29])=[CH:25][CH:24]=1.C(=O)([O-])[O-].[Cs+].[Cs+].C1(P(C2C=CC=CC=2)C2C3OC4C(=CC=CC=4P(C4C=CC=CC=4)C4C=CC=CC=4)C(C)(C)C=3C=CC=2)C=CC=CC=1.